This data is from Full USPTO retrosynthesis dataset with 1.9M reactions from patents (1976-2016). The task is: Predict the reactants needed to synthesize the given product. (1) Given the product [N:18]1[N:15]2[CH2:16][CH2:17][NH:12][CH2:13][C:14]2=[CH:20][C:19]=1[CH2:21][OH:22], predict the reactants needed to synthesize it. The reactants are: [N+](C1C=CC(COC([N:12]2[CH2:17][CH2:16][N:15]3[N:18]=[C:19]([CH2:21][OH:22])[CH:20]=[C:14]3[CH2:13]2)=O)=CC=1)([O-])=O. (2) Given the product [Cl:1][C:2]1[CH:3]=[CH:4][C:5]2[N:9]=[C:8]([C:10]3[C:22]4[C:21]5[C:16](=[CH:17][CH:18]=[CH:19][CH:20]=5)[CH:15]([NH2:23])[C:14]=4[CH:13]=[CH:12][CH:11]=3)[NH:7][C:6]=2[CH:25]=1, predict the reactants needed to synthesize it. The reactants are: [Cl:1][C:2]1[CH:3]=[CH:4][C:5]2[N:9]=[C:8]([C:10]3[C:22]4[C:21]5[C:16](=[CH:17][CH:18]=[CH:19][CH:20]=5)[C:15](=[N:23]O)[C:14]=4[CH:13]=[CH:12][CH:11]=3)[NH:7][C:6]=2[CH:25]=1.C(O)C.O. (3) Given the product [CH3:1][S:2]([N:5]1[CH2:9][CH2:8][CH2:7][CH:6]1[CH2:10][OH:11])(=[O:4])=[O:3], predict the reactants needed to synthesize it. The reactants are: [CH3:1][S:2]([N:5]1[CH2:9][CH2:8][CH2:7][CH:6]1[C:10](OC)=[O:11])(=[O:4])=[O:3].[H-].[Al+3].[Li+].[H-].[H-].[H-]. (4) Given the product [I:13]/[CH:1]=[CH:2]/[CH2:3][CH2:4][CH2:5][CH2:6][CH2:7][CH2:8][CH2:9][CH2:10][CH2:11][CH3:12], predict the reactants needed to synthesize it. The reactants are: [CH:1]#[C:2][CH2:3][CH2:4][CH2:5][CH2:6][CH2:7][CH2:8][CH2:9][CH2:10][CH2:11][CH3:12].[I:13]I.Cl. (5) Given the product [ClH:45].[Cl:45][C:46]1[CH:53]=[CH:52][C:49]([CH2:50][N:16]2[C:9]3[C:10](=[N:11][CH:12]=[CH:13][C:8]=3[O:7][CH2:6][C:5]3[CH:19]=[CH:20][C:2]([F:1])=[CH:3][CH:4]=3)[C:14]([CH3:18])=[C:15]2[CH3:17])=[CH:48][CH:47]=1, predict the reactants needed to synthesize it. The reactants are: [F:1][C:2]1[CH:20]=[CH:19][C:5]([CH2:6][O:7][C:8]2[CH:13]=[CH:12][N:11]=[C:10]3[C:14]([CH3:18])=[C:15]([CH3:17])[NH:16][C:9]=23)=[CH:4][CH:3]=1.CC(C)([O-])C.[K+].C1OCCOCCOCCOCCOCCOC1.[Cl:45][C:46]1[CH:53]=[CH:52][C:49]([CH2:50]Cl)=[CH:48][CH:47]=1.